This data is from CYP2C9 inhibition data for predicting drug metabolism from PubChem BioAssay. The task is: Regression/Classification. Given a drug SMILES string, predict its absorption, distribution, metabolism, or excretion properties. Task type varies by dataset: regression for continuous measurements (e.g., permeability, clearance, half-life) or binary classification for categorical outcomes (e.g., BBB penetration, CYP inhibition). Dataset: cyp2c9_veith. The molecule is COc1cc(OC)c2c(c1)C(=O)c1cc(OC)cc(OC)c1C2=O. The result is 0 (non-inhibitor).